The task is: Binary Classification. Given a drug SMILES string, predict its activity (active/inactive) in a high-throughput screening assay against a specified biological target.. This data is from M1 muscarinic receptor antagonist screen with 61,756 compounds. (1) The compound is O(CCN1C(=O)c2c(C1=O)cccc2)C(=O)c1ccc(OC)cc1. The result is 0 (inactive). (2) The compound is O=c1n(CCC(C)C)c(nc2n(c3nc4c(nc3c12)cccc4)Cc1cc2OCOc2cc1)C. The result is 0 (inactive). (3) The molecule is N1(CCN(CC1)c1n2ncnc2nc(c1)C)C(c1ccccc1)c1ccccc1. The result is 0 (inactive). (4) The molecule is S(CCN1CCCCC1)c1n(c2c(n(c(=O)n(c2=O)C)C)n1)Cc1ccc(cc1)C. The result is 1 (active).